This data is from Catalyst prediction with 721,799 reactions and 888 catalyst types from USPTO. The task is: Predict which catalyst facilitates the given reaction. (1) Reactant: [C:1]([C:3]1[CH:8]=[CH:7][C:6]([CH:9]([C:27]2[N:31]([CH3:32])[CH:30]=[N:29][CH:28]=2)[O:10][CH2:11][C:12]2[CH:19]=[CH:18][C:15]([C:16]#[N:17])=[CH:14][C:13]=2[C:20]2[CH:25]=[CH:24][C:23](=[O:26])[NH:22][CH:21]=2)=[CH:5][CH:4]=1)#[N:2].[H-].[Na+].[CH3:35][CH2:36][CH2:37]Br. Product: [C:1]([C:3]1[CH:8]=[CH:7][C:6]([CH:9]([C:27]2[N:31]([CH3:32])[CH:30]=[N:29][CH:28]=2)[O:10][CH2:11][C:12]2[CH:19]=[CH:18][C:15]([C:16]#[N:17])=[CH:14][C:13]=2[C:20]2[CH:25]=[CH:24][C:23](=[O:26])[N:22]([CH2:35][CH2:36][CH3:37])[CH:21]=2)=[CH:5][CH:4]=1)#[N:2]. The catalyst class is: 3. (2) Product: [CH:3]1[CH:4]=[CH:5][C:6]2[N:9]([OH:1])[N:10]=[N:12][C:11]=2[CH:8]=1. The catalyst class is: 344. Reactant: [OH2:1].F[C:3]1[CH:4]=[CH:5][C:6]([NH:9][NH2:10])=N[CH:8]=1.[CH3:11][N:12](C=O)C. (3) Reactant: C(Cl)CCl.[CH3:5][NH:6][CH2:7][C:8]1[NH:9][C:10]2[C:15]([C:16]=1[CH3:17])=[CH:14][CH:13]=[CH:12][CH:11]=2.Cl.[O:19]=[C:20]1[NH:26][C:25]2[N:27]=[CH:28][C:29](/[CH:31]=[CH:32]/[C:33](O)=[O:34])=[CH:30][C:24]=2[CH2:23][O:22][CH2:21]1.C1C=CC2N(O)N=NC=2C=1.O.CCN(C(C)C)C(C)C. Product: [CH3:5][N:6]([CH2:7][C:8]1[NH:9][C:10]2[C:15]([C:16]=1[CH3:17])=[CH:14][CH:13]=[CH:12][CH:11]=2)[C:33](=[O:34])/[CH:32]=[CH:31]/[C:29]1[CH:28]=[N:27][C:25]2[NH:26][C:20](=[O:19])[CH2:21][O:22][CH2:23][C:24]=2[CH:30]=1. The catalyst class is: 18. (4) Reactant: [H-].[Al+3].[Li+].[H-].[H-].[H-].[F:7][C:8]([F:24])([F:23])[C@:9]([NH:13][C@H:14]([C:17]1[CH:22]=[CH:21][CH:20]=[CH:19][CH:18]=1)[CH2:15][OH:16])([CH3:12])[C:10]#[N:11].O.[OH-].[K+]. Product: [NH2:11][CH2:10][C@@:9]([NH:13][C@H:14]([C:17]1[CH:18]=[CH:19][CH:20]=[CH:21][CH:22]=1)[CH2:15][OH:16])([CH3:12])[C:8]([F:23])([F:24])[F:7]. The catalyst class is: 27. (5) Reactant: [CH3:1][N:2]([CH2:4][C:5]1[CH:10]=[CH:9][CH:8]=[CH:7][C:6]=1[C:11]1[CH:16]=[CH:15][CH:14]=[C:13]([N:17]2[C:22]3[N:23]=[CH:24][C:25]([F:27])=[CH:26][C:21]=3[C:20](=[O:28])[N:19]([C@@H:29]3[CH2:34][CH2:33][C@H:32]([NH:35]C(=O)OC(C)(C)C)[CH2:31][CH2:30]3)[C:18]2=[O:43])[CH:12]=1)[CH3:3].[ClH:44]. Product: [ClH:44].[NH2:35][C@@H:32]1[CH2:33][CH2:34][C@H:29]([N:19]2[C:20](=[O:28])[C:21]3[CH:26]=[C:25]([F:27])[CH:24]=[N:23][C:22]=3[N:17]([C:13]3[CH:12]=[C:11]([C:6]4[CH:7]=[CH:8][CH:9]=[CH:10][C:5]=4[CH2:4][N:2]([CH3:1])[CH3:3])[CH:16]=[CH:15][CH:14]=3)[C:18]2=[O:43])[CH2:30][CH2:31]1. The catalyst class is: 12. (6) Reactant: [CH2:1]([C:8]1[N:9]=[C:10](Cl)[C:11]2[CH2:17][CH2:16][N:15]([C:18]([O:20][CH2:21][CH3:22])=[O:19])[CH2:14][CH2:13][C:12]=2[N:23]=1)[C:2]1[CH:7]=[CH:6][CH:5]=[CH:4][CH:3]=1.C(N(CC)CC)C.[CH3:32][N:33]1[CH:37]=[C:36]([CH2:38][NH2:39])[CH:35]=[N:34]1. Product: [CH2:21]([O:20][C:18]([N:15]1[CH2:16][CH2:17][C:11]2[C:10]([NH:39][CH2:38][C:36]3[CH:35]=[N:34][N:33]([CH3:32])[CH:37]=3)=[N:9][C:8]([CH2:1][C:2]3[CH:7]=[CH:6][CH:5]=[CH:4][CH:3]=3)=[N:23][C:12]=2[CH2:13][CH2:14]1)=[O:19])[CH3:22]. The catalyst class is: 80.